From a dataset of CYP2C9 inhibition data for predicting drug metabolism from PubChem BioAssay. Regression/Classification. Given a drug SMILES string, predict its absorption, distribution, metabolism, or excretion properties. Task type varies by dataset: regression for continuous measurements (e.g., permeability, clearance, half-life) or binary classification for categorical outcomes (e.g., BBB penetration, CYP inhibition). Dataset: cyp2c9_veith. The drug is C[C@@H](C(=O)NCc1ccccc1)[C@@H]1C[C@@]1(C)[C@@H](NC(=O)OCc1ccccc1)c1ccccc1. The result is 1 (inhibitor).